From a dataset of Forward reaction prediction with 1.9M reactions from USPTO patents (1976-2016). Predict the product of the given reaction. (1) Given the reactants [Br:1][C:2]1[S:6][C:5]([C:7]2([OH:17])[CH2:16][CH2:15][C:10]3(OCC[O:11]3)[CH2:9][CH2:8]2)=[N:4][CH:3]=1.Cl.[OH-].[Na+], predict the reaction product. The product is: [Br:1][C:2]1[S:6][C:5]([C:7]2([OH:17])[CH2:8][CH2:9][C:10](=[O:11])[CH2:15][CH2:16]2)=[N:4][CH:3]=1. (2) Given the reactants C([O:4][C@@H:5]1[C@@H:10]([O:11]C(=O)C)[C@H:9]([O:15]C(=O)C)[C@@H:8]([O:19][CH3:20])[O:7][C@H:6]1[C:21]1[CH:26]=[CH:25][C:24]([Cl:27])=[C:23]([CH2:28][C:29]2[CH:34]=[CH:33][C:32]([O:35][CH2:36][CH:37]=[N:38][O:39][CH3:40])=[CH:31][CH:30]=2)[CH:22]=1)(=O)C.O.[OH-].[Li+], predict the reaction product. The product is: [CH3:40][O:39][N:38]=[CH:37][CH2:36][O:35][C:32]1[CH:33]=[CH:34][C:29]([CH2:28][C:23]2[CH:22]=[C:21]([C@H:6]3[C@H:5]([OH:4])[C@@H:10]([OH:11])[C@H:9]([OH:15])[C@@H:8]([O:19][CH3:20])[O:7]3)[CH:26]=[CH:25][C:24]=2[Cl:27])=[CH:30][CH:31]=1.